Dataset: Reaction yield outcomes from USPTO patents with 853,638 reactions. Task: Predict the reaction yield, written as a fraction of the theoretical maximum amount of product (1.0 means a 100% yield; for example, 0.34 means a 34% yield). (1) The reactants are [NH2:1][C:2]1[CH:7]=[CH:6][C:5]([N:8]([CH2:30][C:31]2[CH:36]=[CH:35][CH:34]=[C:33]([C:37]#[N:38])[CH:32]=2)[CH:9]2[CH2:14][CH2:13][N:12]([CH:15]([CH3:29])[CH2:16][CH2:17][NH:18][C:19]([C:21]3[C:22]([CH3:28])=[N:23][CH:24]=[N:25][C:26]=3[CH3:27])=[O:20])[CH2:11][CH2:10]2)=[CH:4][CH:3]=1.[C:39](Cl)(Cl)=[O:40].[Cl-].[NH4+].CC[N:47](C(C)C)C(C)C. The catalyst is C1(C)C=CC=CC=1. The product is [C:37]([C:33]1[CH:32]=[C:31]([CH:36]=[CH:35][CH:34]=1)[CH2:30][N:8]([C:5]1[CH:4]=[CH:3][C:2]([NH:1][C:39]([NH2:47])=[O:40])=[CH:7][CH:6]=1)[CH:9]1[CH2:14][CH2:13][N:12]([CH:15]([CH3:29])[CH2:16][CH2:17][NH:18][C:19]([C:21]2[C:26]([CH3:27])=[N:25][CH:24]=[N:23][C:22]=2[CH3:28])=[O:20])[CH2:11][CH2:10]1)#[N:38]. The yield is 0.390. (2) The reactants are [SH:1][C:2]1[CH:15]=[CH:14][CH:13]=[CH:12][C:3]=1[C:4]([C:6]1[CH:11]=[CH:10][CH:9]=[CH:8][CH:7]=1)=[O:5].[CH2:16]([C:18]([CH2:25]OS(C)(=O)=O)([CH2:21][CH2:22][CH2:23][CH3:24])[CH:19]=[O:20])[CH3:17].C(N(CC)CC)C.Cl. The catalyst is COCCOCCOC. The product is [C:4]([C:3]1[CH:12]=[CH:13][CH:14]=[CH:15][C:2]=1[S:1][CH2:25][C:18]([CH2:16][CH3:17])([CH2:21][CH2:22][CH2:23][CH3:24])[CH:19]=[O:20])(=[O:5])[C:6]1[CH:11]=[CH:10][CH:9]=[CH:8][CH:7]=1. The yield is 0.580. (3) The reactants are [CH:1](=O)[C:2]([CH3:4])=O.O.[NH2:7][CH2:8][CH2:9][NH:10][CH2:11][CH2:12][NH:13][CH2:14][CH2:15][NH2:16].N1[C:21]2C=CC=C[C:20]=2N=N1.C(C=O)=O.[BH4-].[Na+]. The catalyst is O.C(O)C. The product is [CH3:4][C:2]12[CH:1]3[N:7]4[CH2:20][CH2:21][N:16]3[CH2:15][CH2:14][N:13]1[CH2:12][CH2:11][N:10]2[CH2:9][CH2:8]4. The yield is 0.450.